From a dataset of Full USPTO retrosynthesis dataset with 1.9M reactions from patents (1976-2016). Predict the reactants needed to synthesize the given product. (1) Given the product [N:7]1[CH:8]=[CH:9][CH:10]=[CH:11][C:6]=1[C:4]1[N:3]=[CH:2][N:1]([CH2:15][C:16]#[N:17])[CH:5]=1, predict the reactants needed to synthesize it. The reactants are: [NH:1]1[CH:5]=[C:4]([C:6]2[CH:11]=[CH:10][CH:9]=[CH:8][N:7]=2)[N:3]=[CH:2]1.[H-].[Na+].Br[CH2:15][C:16]#[N:17]. (2) The reactants are: C([O:4][CH:5]1[C:14]2[C:9](=[N:10][C:11]([C:22]3[CH:27]=[CH:26][C:25]([CH3:28])=[CH:24][CH:23]=3)=[C:12]([C:15]3[CH:20]=[CH:19][C:18]([CH3:21])=[CH:17][CH:16]=3)[N:13]=2)[N:8]([CH2:29][CH2:30][CH2:31][CH2:32][CH2:33][CH2:34][C:35]([O:37]CC)=[O:36])[CH2:7][CH2:6]1)(=O)C.[OH-].[Na+].Cl. Given the product [OH:4][CH:5]1[C:14]2[C:9](=[N:10][C:11]([C:22]3[CH:27]=[CH:26][C:25]([CH3:28])=[CH:24][CH:23]=3)=[C:12]([C:15]3[CH:16]=[CH:17][C:18]([CH3:21])=[CH:19][CH:20]=3)[N:13]=2)[N:8]([CH2:29][CH2:30][CH2:31][CH2:32][CH2:33][CH2:34][C:35]([OH:37])=[O:36])[CH2:7][CH2:6]1, predict the reactants needed to synthesize it.